This data is from Catalyst prediction with 721,799 reactions and 888 catalyst types from USPTO. The task is: Predict which catalyst facilitates the given reaction. (1) Reactant: C(OC([N:8]1[CH2:13][CH2:12][N:11]([C:14]2[CH:19]=[CH:18][C:17]([O:20][C:21]3[CH:26]=[CH:25][CH:24]=[CH:23][CH:22]=3)=[CH:16][CH:15]=2)[CH2:10][CH2:9]1)=O)(C)(C)C.[ClH:27]. Product: [ClH:27].[O:20]([C:17]1[CH:18]=[CH:19][C:14]([N:11]2[CH2:12][CH2:13][NH:8][CH2:9][CH2:10]2)=[CH:15][CH:16]=1)[C:21]1[CH:22]=[CH:23][CH:24]=[CH:25][CH:26]=1. The catalyst class is: 12. (2) Reactant: Br.[NH2:2][CH2:3][CH2:4][C:5]1([NH2:8])[CH2:7][CH2:6]1.C[O-].[Na+].[N:12]#[C:13][Br:14]. Product: [BrH:14].[CH2:7]1[C:5]2([CH2:4][CH2:3][N:2]=[C:13]([NH2:12])[NH:8]2)[CH2:6]1. The catalyst class is: 5.